This data is from Catalyst prediction with 721,799 reactions and 888 catalyst types from USPTO. The task is: Predict which catalyst facilitates the given reaction. (1) Reactant: [CH2:1]([NH:8][CH:9]1[CH2:15][C:14]2[CH:16]=[C:17]([OH:20])[CH:18]=[CH:19][C:13]=2[CH2:12][CH2:11][CH2:10]1)[C:2]1[CH:7]=[CH:6][CH:5]=[CH:4][CH:3]=1.[C:21](O[C:21]([O:23][C:24]([CH3:27])([CH3:26])[CH3:25])=[O:22])([O:23][C:24]([CH3:27])([CH3:26])[CH3:25])=[O:22]. Product: [CH2:1]([N:8]([C:21]([O:23][C:24]([CH3:27])([CH3:26])[CH3:25])=[O:22])[CH:9]1[CH2:10][CH2:11][CH2:12][C:13]2[CH:19]=[CH:18][C:17]([OH:20])=[CH:16][C:14]=2[CH2:15]1)[C:2]1[CH:3]=[CH:4][CH:5]=[CH:6][CH:7]=1. The catalyst class is: 7. (2) Reactant: [C:1]([C:5]1[CH:10]=[CH:9][C:8]([S:11]([N:14]2[C:20]3[CH:21]=[C:22]([C:25]([NH:27][NH2:28])=[O:26])[CH:23]=[CH:24][C:19]=3[NH:18][C:17]3[N:29]=[C:30]([C:33]([F:36])([F:35])[F:34])[CH:31]=[CH:32][C:16]=3[CH2:15]2)(=[O:13])=[O:12])=[CH:7][CH:6]=1)([CH3:4])([CH3:3])[CH3:2].[C:37](Cl)(Cl)=[S:38]. Product: [C:1]([C:5]1[CH:6]=[CH:7][C:8]([S:11]([N:14]2[C:20]3[CH:21]=[C:22]([C:25]4[O:26][C:37](=[S:38])[NH:28][N:27]=4)[CH:23]=[CH:24][C:19]=3[NH:18][C:17]3[N:29]=[C:30]([C:33]([F:35])([F:36])[F:34])[CH:31]=[CH:32][C:16]=3[CH2:15]2)(=[O:13])=[O:12])=[CH:9][CH:10]=1)([CH3:4])([CH3:2])[CH3:3]. The catalyst class is: 1. (3) Reactant: [OH:1][C:2]1[CH:12]=[CH:11][C:5]([CH:6]=[CH:7][C:8]([OH:10])=[O:9])=[CH:4][CH:3]=1.[H][H]. Product: [OH:1][C:2]1[CH:3]=[CH:4][C:5]([CH2:6][CH2:7][C:8]([OH:10])=[O:9])=[CH:11][CH:12]=1. The catalyst class is: 19. (4) Reactant: [CH3:1][O:2][CH2:3][CH:4]([OH:8])[CH2:5][O:6][CH3:7].[H-].[Na+].Br.Cl[C:13]1[CH:14]=[C:15]([CH3:23])[C:16]2[N:17]([C:19]([NH2:22])=[N:20][N:21]=2)[N:18]=1.O. Product: [CH3:1][O:2][CH2:3][CH:4]([CH2:5][O:6][CH3:7])[O:8][C:13]1[CH:14]=[C:15]([CH3:23])[C:16]2[N:17]([C:19]([NH2:22])=[N:20][N:21]=2)[N:18]=1. The catalyst class is: 3. (5) Reactant: [CH:1]1([CH2:4][N:5]([CH2:24][CH2:25][CH3:26])[C:6]2[N:11]=[CH:10][N:9]=[C:8]([C:12]([NH:14][C:15]3[CH:20]=[CH:19][C:18]([CH:21]=O)=[CH:17][C:16]=3[CH3:23])=[O:13])[CH:7]=2)[CH2:3][CH2:2]1.[CH3:27][NH2:28].C(O[BH-](OC(=O)C)OC(=O)C)(=O)C. Product: [CH:1]1([CH2:4][N:5]([CH2:24][CH2:25][CH3:26])[C:6]2[N:11]=[CH:10][N:9]=[C:8]([C:12]([NH:14][C:15]3[CH:20]=[CH:19][C:18]([CH2:21][NH:28][CH3:27])=[CH:17][C:16]=3[CH3:23])=[O:13])[CH:7]=2)[CH2:3][CH2:2]1. The catalyst class is: 2. (6) Reactant: C([N:4]1[C:17]2[C:12](=[CH:13][CH:14]=[C:15]([N:18]3[CH2:23][CH2:22][O:21][CH2:20][CH2:19]3)[CH:16]=2)[C:6]2([CH2:9][S:8](=[O:11])(=[O:10])[CH2:7]2)[CH2:5]1)(=O)C.Cl.C([O-])(O)=O.[Na+]. Product: [N:18]1([C:15]2[CH:16]=[C:17]3[NH:4][CH2:5][C:6]4([CH2:9][S:8](=[O:10])(=[O:11])[CH2:7]4)[C:12]3=[CH:13][CH:14]=2)[CH2:23][CH2:22][O:21][CH2:20][CH2:19]1. The catalyst class is: 5.